This data is from Catalyst prediction with 721,799 reactions and 888 catalyst types from USPTO. The task is: Predict which catalyst facilitates the given reaction. (1) Reactant: [CH:1]([NH:4][CH:5]([CH3:7])[CH3:6])([CH3:3])[CH3:2].[P:8]([Cl:11])(Cl)Cl. Product: [CH:1]([N:4]([P:8]([N:4]([CH:5]([CH3:7])[CH3:6])[CH:1]([CH3:3])[CH3:2])[Cl:11])[CH:5]([CH3:7])[CH3:6])([CH3:3])[CH3:2]. The catalyst class is: 48. (2) Reactant: [Br:1][C:2]1[CH:7]=[CH:6][C:5]([CH2:8][S:9]([CH:12]=[CH2:13])(=[O:11])=[O:10])=[CH:4][CH:3]=1.[CH3:14][C@@H:15]([NH2:18])[CH2:16][CH3:17]. Product: [Br:1][C:2]1[CH:3]=[CH:4][C:5]([CH2:8][S:9]([CH2:12][CH2:13][NH:18][C@@H:15]([CH2:16][CH3:17])[CH3:14])(=[O:11])=[O:10])=[CH:6][CH:7]=1. The catalyst class is: 2. (3) Reactant: [CH2:1]([C:4]1[C:9]([Br:10])=[CH:8][N:7]=[CH:6][C:5]=1[CH:11]([OH:21])[C:12]1[CH:19]=[CH:18][C:15]([C:16]#[N:17])=[C:14]([F:20])[CH:13]=1)[CH:2]=[CH2:3]. Product: [CH2:1]([C:4]1[C:9]([Br:10])=[CH:8][N:7]=[CH:6][C:5]=1[C:11]([C:12]1[CH:19]=[CH:18][C:15]([C:16]#[N:17])=[C:14]([F:20])[CH:13]=1)=[O:21])[CH:2]=[CH2:3]. The catalyst class is: 177. (4) Reactant: [NH2:1][CH2:2][C@H:3]1[CH2:8][CH2:7][CH2:6][N:5]([C:9]([O:11][C:12]([CH3:15])([CH3:14])[CH3:13])=[O:10])[CH2:4]1.Br[C:17]1[C:18]([NH2:24])=[N:19][CH:20]=[C:21]([Br:23])[N:22]=1.CCN(CC)CC. Product: [NH2:24][C:18]1[C:17]([NH:1][CH2:2][C@H:3]2[CH2:8][CH2:7][CH2:6][N:5]([C:9]([O:11][C:12]([CH3:15])([CH3:14])[CH3:13])=[O:10])[CH2:4]2)=[N:22][C:21]([Br:23])=[CH:20][N:19]=1. The catalyst class is: 16. (5) Reactant: [Li+].[I-].[C:3]([O:6][CH:7]([CH2:11][CH:12]=[C:13]([CH3:21])[CH2:14][CH2:15][CH2:16][CH:17]([CH3:20])[CH:18]=[O:19])[C:8](=[O:10])[CH3:9])(=[O:5])[CH3:4].[CH3:22][O:23][C:24](=[O:43])[CH2:25][C@H:26]([O:35][Si:36]([C:39]([CH3:42])([CH3:41])[CH3:40])([CH3:38])[CH3:37])[C:27]([CH3:34])([CH3:33])[C:28](=[O:32])[CH:29](Br)[CH3:30]. Product: [CH3:22][O:23][C:24](=[O:43])[CH2:25][CH:26]([O:35][Si:36]([C:39]([CH3:42])([CH3:41])[CH3:40])([CH3:37])[CH3:38])[C:27]([CH3:33])([CH3:34])[C:28](=[O:32])[CH:29]([CH3:30])[CH:18]([OH:19])[CH:17]([CH3:20])[CH2:16][CH2:15][CH2:14][C:13]([CH3:21])=[CH:12][CH2:11][CH:7]([O:6][C:3](=[O:5])[CH3:4])[C:8](=[O:10])[CH3:9]. The catalyst class is: 220. (6) Reactant: C1C=CN=CC=1.O=S(=O)=O.[C:11]([O:15][C:16]([N:18]1[CH2:22][CH2:21][C@@H:20]([OH:23])[CH2:19]1)=[O:17])([CH3:14])([CH3:13])[CH3:12].C(N(CC)CC)C. Product: [C:11]([O:15][C:16]([N:18]1[CH2:22][CH2:21][C:20](=[O:23])[CH2:19]1)=[O:17])([CH3:14])([CH3:12])[CH3:13]. The catalyst class is: 16. (7) Reactant: Cl[C:2]1[N:3]=[C:4]([N:23]2[CH2:28][CH2:27][O:26][CH2:25][CH2:24]2)[C:5]2[N:10]=[C:9]([C:11]([N:13]3[CH2:16][CH:15]([N:17]4[CH2:22][CH2:21][O:20][CH2:19][CH2:18]4)[CH2:14]3)=[O:12])[S:8][C:6]=2[N:7]=1.[CH2:29]([C:31]1[NH:32][C:33]2[CH:39]=[CH:38][CH:37]=[CH:36][C:34]=2[N:35]=1)[CH3:30].CC(C1C=C(C(C)C)C(C2C=CC=CC=2P(C2CCCCC2)C2CCCCC2)=C(C(C)C)C=1)C.C([O-])([O-])=O.[Cs+].[Cs+]. Product: [CH2:29]([C:31]1[N:32]([C:2]2[N:3]=[C:4]([N:23]3[CH2:28][CH2:27][O:26][CH2:25][CH2:24]3)[C:5]3[N:10]=[C:9]([C:11]([N:13]4[CH2:16][CH:15]([N:17]5[CH2:22][CH2:21][O:20][CH2:19][CH2:18]5)[CH2:14]4)=[O:12])[S:8][C:6]=3[N:7]=2)[C:33]2[CH:39]=[CH:38][CH:37]=[CH:36][C:34]=2[N:35]=1)[CH3:30]. The catalyst class is: 533. (8) Reactant: CO[C:3]([CH:5]1[CH2:9][CH:8]([CH3:10])[CH2:7][CH:6]1[C:11]1[CH:16]=[C:15]([O:17][CH2:18][O:19][CH3:20])[CH:14]=[CH:13][C:12]=1[O:21][CH2:22][O:23][CH3:24])=[O:4].Cl.[CH3:26][NH:27][O:28][CH3:29].C([Mg]Cl)(C)C. Product: [CH3:29][O:28][N:27]([CH3:26])[C:3]([C@H:5]1[CH2:9][C@@H:8]([CH3:10])[CH2:7][C@H:6]1[C:11]1[CH:16]=[C:15]([O:17][CH2:18][O:19][CH3:20])[CH:14]=[CH:13][C:12]=1[O:21][CH2:22][O:23][CH3:24])=[O:4]. The catalyst class is: 1. (9) Reactant: FC(F)(F)C([NH:5][C@H:6]([CH3:28])[CH2:7][C:8]1[CH:13]=[CH:12][C:11]([S:14]([C:17]2[CH:27]=[CH:26][C:20]([C:21]([O:23][CH2:24][CH3:25])=[O:22])=[CH:19][CH:18]=2)(=[O:16])=[O:15])=[CH:10][CH:9]=1)=O.[OH-].[Na+]. Product: [NH2:5][C@H:6]([CH3:28])[CH2:7][C:8]1[CH:9]=[CH:10][C:11]([S:14]([C:17]2[CH:18]=[CH:19][C:20]([C:21]([O:23][CH2:24][CH3:25])=[O:22])=[CH:26][CH:27]=2)(=[O:16])=[O:15])=[CH:12][CH:13]=1. The catalyst class is: 8.